From a dataset of Full USPTO retrosynthesis dataset with 1.9M reactions from patents (1976-2016). Predict the reactants needed to synthesize the given product. (1) Given the product [C:1]([C:5]1[C:9]([O:10][CH3:11])=[C:8]([C:12]([OH:14])=[O:13])[N:7]([CH2:16][C:17]2[C:22]([CH3:29])=[CH:21][C:20]([CH3:24])=[CH:19][C:18]=2[CH3:25])[N:6]=1)([CH3:3])([CH3:2])[CH3:4], predict the reactants needed to synthesize it. The reactants are: [C:1]([C:5]1[C:9]([O:10][CH3:11])=[C:8]([C:12]([O:14]C)=[O:13])[N:7]([CH2:16][C:17]2[CH:22]=[C:21](C)[C:20]([CH3:24])=[CH:19][C:18]=2[CH3:25])[N:6]=1)([CH3:4])([CH3:3])[CH3:2].[OH-].[Na+].O1CCC[CH2:29]1. (2) Given the product [Cl:8][C:9]1[C:10]2[C:17]([C:18]3[CH:23]=[CH:22][C:21]([NH2:24])=[C:20]([O:32][CH3:33])[CH:19]=3)=[CH:16][N:15]([CH:34]3[CH2:35][CH2:36][CH2:37][CH2:38]3)[C:11]=2[N:12]=[CH:13][N:14]=1, predict the reactants needed to synthesize it. The reactants are: FC(F)(F)C(O)=O.[Cl:8][C:9]1[C:10]2[C:17]([C:18]3[CH:23]=[CH:22][C:21]([NH:24]C(=O)OC(C)(C)C)=[C:20]([O:32][CH3:33])[CH:19]=3)=[CH:16][N:15]([CH:34]3[CH2:38][CH2:37][CH2:36][CH2:35]3)[C:11]=2[N:12]=[CH:13][N:14]=1.